Dataset: Full USPTO retrosynthesis dataset with 1.9M reactions from patents (1976-2016). Task: Predict the reactants needed to synthesize the given product. (1) Given the product [F:10][C:11]1[C:16]([CH:17]([OH:18])[C:9]2[C:5]3[CH:4]=[N:3][CH:2]=[N:1][C:6]=3[NH:7][CH:8]=2)=[C:15]([F:19])[CH:14]=[CH:13][C:12]=1[NH:20][S:21]([CH2:24][CH2:25][CH3:26])(=[O:23])=[O:22], predict the reactants needed to synthesize it. The reactants are: [N:1]1[C:6]2[NH:7][CH:8]=[CH:9][C:5]=2[CH:4]=[N:3][CH:2]=1.[F:10][C:11]1[C:16]([CH:17]=[O:18])=[C:15]([F:19])[CH:14]=[CH:13][C:12]=1[NH:20][S:21]([CH2:24][CH2:25][CH3:26])(=[O:23])=[O:22].[OH-].[K+].[Cl-].[NH4+]. (2) Given the product [CH:21]1([C:19]([N:16]2[CH2:17][CH2:18][C@@H:14]([CH2:13][N:12]3[CH:11]=[N:10][N:9]=[C:8]3[C:5]3[CH:6]=[CH:7][C:2]([C:48]4[CH:56]=[C:55]5[C:51]([CH:52]=[N:53][NH:54]5)=[CH:50][CH:49]=4)=[CH:3][CH:4]=3)[CH2:15]2)=[O:20])[CH2:23][CH2:22]1, predict the reactants needed to synthesize it. The reactants are: Br[C:2]1[CH:7]=[CH:6][C:5]([C:8]2[N:12]([CH2:13][C@@H:14]3[CH2:18][CH2:17][N:16]([C:19]([CH:21]4[CH2:23][CH2:22]4)=[O:20])[CH2:15]3)[CH:11]=[N:10][N:9]=2)=[CH:4][CH:3]=1.B1(B2OC(C)(C)C(C)(C)O2)OC(C)(C)C(C)(C)O1.CC([O-])=O.[K+].Br[C:48]1[CH:56]=[C:55]2[C:51]([CH:52]=[N:53][NH:54]2)=[CH:50][CH:49]=1.C([O-])([O-])=O.[K+].[K+].